Predict the product of the given reaction. From a dataset of Forward reaction prediction with 1.9M reactions from USPTO patents (1976-2016). (1) Given the reactants [Cl:1][C:2]1[C:3]2[C:10]([I:11])=[CH:9][NH:8][C:4]=2[N:5]=[CH:6][N:7]=1.C[O:13][C:14]([C@H:16]1[CH2:19][C@@H:18](O)[CH2:17]1)=O.C1C=CC(P(C2C=CC=CC=2)C2C=CC=CC=2)=CC=1.CC(OC(/N=N/C(OC(C)C)=O)=O)C, predict the reaction product. The product is: [Cl:1][C:2]1[C:3]2[C:10]([I:11])=[CH:9][N:8]([C@H:18]3[CH2:19][C@H:16]([CH2:14][OH:13])[CH2:17]3)[C:4]=2[N:5]=[CH:6][N:7]=1. (2) Given the reactants Cl[C:2]1[C:12]([N+:13]([O-])=O)=[CH:11][C:5]([C:6]([O:8][CH2:9][CH3:10])=[O:7])=[CH:4][N:3]=1.[CH:16]1([NH2:22])[CH2:21][CH2:20][CH2:19][CH2:18][CH2:17]1, predict the reaction product. The product is: [NH2:13][C:12]1[C:2]([NH:22][CH:16]2[CH2:21][CH2:20][CH2:19][CH2:18][CH2:17]2)=[N:3][CH:4]=[C:5]([CH:11]=1)[C:6]([O:8][CH2:9][CH3:10])=[O:7]. (3) Given the reactants Br[C:2]1[C:7](=[O:8])[CH:6]=[CH:5][N:4]([C:9]2[CH:14]=[CH:13][CH:12]=[C:11]([C:15]([F:18])([F:17])[F:16])[CH:10]=2)[N:3]=1.[C:19]1([C:25]2[S:26][CH:27]=[CH:28][C:29]=2B(O)O)[CH:24]=[CH:23][CH:22]=[CH:21][CH:20]=1.C([O-])([O-])=O.[Na+].[Na+], predict the reaction product. The product is: [C:19]1([C:25]2[S:26][CH:27]=[CH:28][C:29]=2[C:2]2[C:7](=[O:8])[CH:6]=[CH:5][N:4]([C:9]3[CH:14]=[CH:13][CH:12]=[C:11]([C:15]([F:18])([F:17])[F:16])[CH:10]=3)[N:3]=2)[CH:20]=[CH:21][CH:22]=[CH:23][CH:24]=1. (4) Given the reactants C[O-].[Na+].[CH3:4][O:5][C:6]1[CH:11]=[CH:10][C:9]([CH2:12][C:13](=O)[CH3:14])=[CH:8][CH:7]=1.[N:16]([C:19]1[CH:24]=[CH:23][C:22]([C:25]([F:28])([F:27])[F:26])=[CH:21][C:20]=1[Cl:29])=[N+:17]=[N-:18], predict the reaction product. The product is: [Cl:29][C:20]1[CH:21]=[C:22]([C:25]([F:28])([F:27])[F:26])[CH:23]=[CH:24][C:19]=1[N:16]1[C:13]([CH3:14])=[C:12]([C:9]2[CH:10]=[CH:11][C:6]([O:5][CH3:4])=[CH:7][CH:8]=2)[N:18]=[N:17]1. (5) Given the reactants CO[C:3]1([O:9][CH3:10])[CH2:8][CH2:7][O:6][CH2:5][CH2:4]1.[Sn](Cl)(Cl)(Cl)Cl.[N+:16](C(C)(C)C)#[C-:17], predict the reaction product. The product is: [CH3:10][O:9][C:3]1([C:17]#[N:16])[CH2:4][CH2:5][O:6][CH2:7][CH2:8]1.